This data is from Peptide-MHC class II binding affinity with 134,281 pairs from IEDB. The task is: Regression. Given a peptide amino acid sequence and an MHC pseudo amino acid sequence, predict their binding affinity value. This is MHC class II binding data. (1) The peptide sequence is RLVAKLFKDYSSVVRPVED. The MHC is DRB1_0405 with pseudo-sequence DRB1_0405. The binding affinity (normalized) is 0.363. (2) The peptide sequence is VPPVVRWLNEQRYYGGGY. The MHC is DRB1_0301 with pseudo-sequence DRB1_0301. The binding affinity (normalized) is 0.